Dataset: Full USPTO retrosynthesis dataset with 1.9M reactions from patents (1976-2016). Task: Predict the reactants needed to synthesize the given product. (1) Given the product [OH:39][NH:38][C:19](=[O:21])[C:18]1[CH:17]=[CH:16][C:15]([C:13]([C:6]2[C:7]3[C:12](=[CH:11][CH:10]=[CH:9][CH:8]=3)[N:4]3[CH2:3][N:2]([CH3:1])[CH2:25][CH2:24][C:5]=23)=[O:14])=[CH:23][CH:22]=1, predict the reactants needed to synthesize it. The reactants are: [CH3:1][N:2]1[CH2:25][CH2:24][C:5]2=[C:6]([C:13]([C:15]3[CH:23]=[CH:22][C:18]([C:19]([OH:21])=O)=[CH:17][CH:16]=3)=[O:14])[C:7]3[C:12]([N:4]2[CH2:3]1)=[CH:11][CH:10]=[CH:9][CH:8]=3.C(N1C=CN=C1)(N1C=CN=C1)=O.[NH2:38][OH:39].Cl.P([O-])([O-])([O-])=O.[K+].[K+].[K+]. (2) Given the product [C:31]([O:30][C:28]([N:1]1[C:5](=[O:6])[CH2:4][CH2:3][C@H:2]1[C:7]([O:9][CH2:22][CH3:27])=[O:8])=[O:29])([CH3:34])([CH3:33])[CH3:32], predict the reactants needed to synthesize it. The reactants are: [NH:1]1[C:5](=[O:6])[CH2:4][CH2:3][C@H:2]1[C:7]([OH:9])=[O:8].S(Cl)(Cl)=O.C(=O)([O-])O.[Na+].CN([C:22]1[CH:27]=CC=CN=1)C.[C:28](O[C:28]([O:30][C:31]([CH3:34])([CH3:33])[CH3:32])=[O:29])([O:30][C:31]([CH3:34])([CH3:33])[CH3:32])=[O:29]. (3) Given the product [Br:1][C:2]1[C:3]([C:4]#[N:5])=[CH:6][C:7]([F:11])=[C:8]([NH:12][C@H:13]([CH2:14][C:15]2[CH:20]=[CH:19][CH:18]=[CH:17][CH:16]=2)[C:21]([NH2:23])=[O:22])[CH:9]=1, predict the reactants needed to synthesize it. The reactants are: [Br:1][C:2]1[CH:9]=[C:8](F)[C:7]([F:11])=[CH:6][C:3]=1[C:4]#[N:5].[NH2:12][C@@H:13]([C:21]([NH2:23])=[O:22])[CH2:14][C:15]1[CH:20]=[CH:19][CH:18]=[CH:17][CH:16]=1.CCN(C(C)C)C(C)C.O. (4) Given the product [CH3:16][C:15]1[S:17][C:7]2[CH2:6][CH2:5][CH2:4][CH:3]([C:8]([O:10][CH2:11][CH3:12])=[O:9])[C:2]=2[N:18]=1, predict the reactants needed to synthesize it. The reactants are: O=[C:2]1[CH2:7][CH2:6][CH2:5][CH2:4][CH:3]1[C:8]([O:10][CH2:11][CH3:12])=[O:9].BrBr.[C:15]([NH2:18])(=[S:17])[CH3:16]. (5) Given the product [OH:1][C:2]1[C:7]([O:8][CH3:9])=[C:6]([O:10][CH3:11])[NH:5][C:4](=[O:21])[C:3]=1[C:22]([NH:24][C:25]1[CH:30]=[CH:29][CH:28]=[CH:27][C:26]=1[C:31]1[CH:32]=[CH:33][C:34]([C:37]([F:40])([F:38])[F:39])=[CH:35][CH:36]=1)=[O:23], predict the reactants needed to synthesize it. The reactants are: [OH:1][C:2]1[C:7]([O:8][CH3:9])=[C:6]([O:10][CH3:11])[N:5](CC2C=CC(OC)=CC=2)[C:4](=[O:21])[C:3]=1[C:22]([NH:24][C:25]1[CH:30]=[CH:29][CH:28]=[CH:27][C:26]=1[C:31]1[CH:36]=[CH:35][C:34]([C:37]([F:40])([F:39])[F:38])=[CH:33][CH:32]=1)=[O:23].